Dataset: Forward reaction prediction with 1.9M reactions from USPTO patents (1976-2016). Task: Predict the product of the given reaction. (1) Given the reactants [CH3:1][CH:2]([CH3:27])[C@H:3]([N:8]1[CH2:16][C:15]2[C:10](=[CH:11][C:12]([C:17]3[CH:22]=[CH:21][C:20]([N+:23]([O-:25])=[O:24])=[CH:19]N=3)=[CH:13][CH:14]=2)[C:9]1=[O:26])[C:4]([O:6][CH3:7])=[O:5].CC(C)[C@H](N1CC2C(=CC(B3OC(C)(C)C(C)(C)O3)=CC=2)C1=O)C(OC)=O.BrC1C=CC([N+]([O-])=O)=C[C:57]=1[C:65]([F:68])([F:67])[F:66], predict the reaction product. The product is: [CH3:1][CH:2]([CH3:27])[C@H:3]([N:8]1[CH2:16][C:15]2[C:10](=[CH:11][C:12]([C:17]3[CH:22]=[CH:21][C:20]([N+:23]([O-:25])=[O:24])=[CH:19][C:57]=3[C:65]([F:68])([F:67])[F:66])=[CH:13][CH:14]=2)[C:9]1=[O:26])[C:4]([O:6][CH3:7])=[O:5]. (2) Given the reactants [I:1][C:2]1[CH:3]=[C:4]2[C:9](=[CH:10][CH:11]=1)[C:8](=[O:12])[NH:7][C:6](=[O:13])/[C:5]/2=[CH:14]\[NH:15][CH2:16][C:17]1[CH:22]=[CH:21][C:20]([O:23][CH3:24])=[C:19]([OH:25])[CH:18]=1.[CH2:26]([N:28]([CH2:32][CH3:33])[C:29](Cl)=[O:30])[CH3:27].C(N(CC)CC)C, predict the reaction product. The product is: [CH2:26]([N:28]([CH2:32][CH3:33])[C:29](=[O:30])[O:25][C:19]1[CH:18]=[C:17]([CH2:16][NH:15]/[CH:14]=[C:5]2\[C:6](=[O:13])[NH:7][C:8](=[O:12])[C:9]3[C:4]\2=[CH:3][C:2]([I:1])=[CH:11][CH:10]=3)[CH:22]=[CH:21][C:20]=1[O:23][CH3:24])[CH3:27]. (3) The product is: [NH2:1][C:2]1[N:6]([C@@H:7]2[CH2:12][CH2:11][CH2:10][N:9]([C:13](=[O:19])/[CH:14]=[CH:15]/[C@H:16]([OH:18])[CH3:17])[CH2:8]2)[N:5]=[C:4]([C:20]2[CH:21]=[CH:22][C:23]([O:26][C:27]3[CH:32]=[CH:31][C:30]([F:33])=[CH:29][C:28]=3[F:34])=[CH:24][CH:25]=2)[C:3]=1[C:35]([NH2:37])=[O:36]. Given the reactants [NH2:1][C:2]1[N:6]([C@@H:7]2[CH2:12][CH2:11][CH2:10][N:9]([C:13](=[O:19])/[CH:14]=[CH:15]/[CH:16]([OH:18])[CH3:17])[CH2:8]2)[N:5]=[C:4]([C:20]2[CH:25]=[CH:24][C:23]([O:26][C:27]3[CH:32]=[CH:31][C:30]([F:33])=[CH:29][C:28]=3[F:34])=[CH:22][CH:21]=2)[C:3]=1[C:35]([NH2:37])=[O:36].CCCCCC.C(O)C.C(N(CC)C(C)C)(C)C, predict the reaction product. (4) Given the reactants [O:1]1[C:5]2[CH:6]=[CH:7][C:8]([C:10]3[CH:19]=[CH:18][C:17]4[N:16]=[CH:15][C:14]5[N:20]=[CH:21][N:22]([C:23]6[CH:28]=[CH:27][C:26]([CH2:29][C:30]#[N:31])=[CH:25][CH:24]=6)[C:13]=5[C:12]=4[CH:11]=3)=[CH:9][C:4]=2[O:3][CH2:2]1, predict the reaction product. The product is: [O:1]1[C:5]2[CH:6]=[CH:7][C:8]([C:10]3[CH:19]=[CH:18][C:17]4[N:16]=[CH:15][C:14]5[N:20]=[CH:21][N:22]([C:23]6[CH:28]=[CH:27][C:26]([CH2:29][CH2:30][NH2:31])=[CH:25][CH:24]=6)[C:13]=5[C:12]=4[CH:11]=3)=[CH:9][C:4]=2[O:3][CH2:2]1. (5) Given the reactants [CH2:1]1[CH2:5][NH:4][C@@H:3]([C:6]([OH:8])=[O:7])[CH2:2]1.[Br:9][C:10]1[CH:15]=[CH:14][C:13]([Cl:16])=[CH:12][C:11]=1[N:17]=[C:18]=[O:19], predict the reaction product. The product is: [Br:9][C:10]1[CH:15]=[CH:14][C:13]([Cl:16])=[CH:12][C:11]=1[NH:17][C:18]([N:4]1[CH2:5][CH2:1][CH2:2][C@@H:3]1[C:6]([OH:8])=[O:7])=[O:19]. (6) The product is: [F:23][C:24]1[CH:31]=[CH:30][C:27]([CH2:28][N:5]2[CH2:6][CH:1]3[CH2:7][CH:4]2[CH2:3][N:2]3[C:8]2[N:13]=[C:12]([NH2:14])[N:11]3[N:15]=[C:16]([C:18]4[O:19][CH:20]=[CH:21][CH:22]=4)[N:17]=[C:10]3[N:9]=2)=[CH:26][CH:25]=1. Given the reactants [CH:1]12[CH2:7][CH:4]([NH:5][CH2:6]1)[CH2:3][N:2]2[C:8]1[N:13]=[C:12]([NH2:14])[N:11]2[N:15]=[C:16]([C:18]3[O:19][CH:20]=[CH:21][CH:22]=3)[N:17]=[C:10]2[N:9]=1.[F:23][C:24]1[CH:31]=[CH:30][C:27]([CH:28]=O)=[CH:26][CH:25]=1.C(O[BH-](OC(=O)C)OC(=O)C)(=O)C.[Na+], predict the reaction product. (7) Given the reactants C(P(C(C)(C)C)C1C=CC=C[C:7]=1[C:12]1[CH:17]=[CH:16][CH:15]=[CH:14][CH:13]=1)(C)(C)C.Br[C:23]1[CH:28]=[CH:27][CH:26]=[CH:25][C:24]=1[CH3:29].ClC1C=CC=CC=1C.[NH2-:38].[Li+].CC(C)([O-])C.[Na+], predict the reaction product. The product is: [C:12]1([CH3:7])[CH:13]=[CH:14][CH:15]=[CH:16][C:17]=1[NH:38][C:23]1[CH:28]=[CH:27][CH:26]=[CH:25][C:24]=1[CH3:29]. (8) Given the reactants [F:1][C:2]1[CH:9]=[CH:8][C:5]([C:6]#[N:7])=[CH:4][C:3]=1[CH2:10]O.P(Br)(Br)[Br:13], predict the reaction product. The product is: [Br:13][CH2:10][C:3]1[CH:4]=[C:5]([CH:8]=[CH:9][C:2]=1[F:1])[C:6]#[N:7]. (9) Given the reactants C([N:8]1[CH2:13][CH2:12][CH:11]([C:14]2[CH:19]=[CH:18][C:17]([Cl:20])=[C:16]([C:21]([F:24])([F:23])[F:22])[CH:15]=2)[CH2:10][CH2:9]1)C1C=CC=CC=1.[Cl:25]C(OC(Cl)C)=O, predict the reaction product. The product is: [Cl:20][C:17]1[CH:18]=[CH:19][C:14]([CH:11]2[CH2:12][CH2:13][NH:8][CH2:9][CH2:10]2)=[CH:15][C:16]=1[C:21]([F:24])([F:22])[F:23].[ClH:25]. (10) Given the reactants B.O1CCCC1.[CH3:7][C:8]1[C:16]([OH:17])=[CH:15][CH:14]=[CH:13][C:9]=1[C:10](O)=[O:11].C(=O)([O-])O.[Na+], predict the reaction product. The product is: [OH:11][CH2:10][C:9]1[C:8]([CH3:7])=[C:16]([OH:17])[CH:15]=[CH:14][CH:13]=1.